Predict which catalyst facilitates the given reaction. From a dataset of Catalyst prediction with 721,799 reactions and 888 catalyst types from USPTO. (1) Reactant: Cl.Cl.Cl.[CH3:4][O:5][C:6]1[CH:7]=[C:8]([NH:18][C:19]2[S:20][C:21]3[CH2:22][NH:23][CH2:24][CH2:25][C:26]=3[N:27]=2)[CH:9]=[CH:10][C:11]=1[N:12]1[CH:16]=[C:15]([CH3:17])[N:14]=[CH:13]1.[F:28][C:29]1[CH:37]=[CH:36][C:32]([C:33](Cl)=[O:34])=[CH:31][CH:30]=1.C(N(CC)CC)C. Product: [F:28][C:29]1[CH:37]=[CH:36][C:32]([C:33]([N:23]2[CH2:24][CH2:25][C:26]3[N:27]=[C:19]([NH:18][C:8]4[CH:9]=[CH:10][C:11]([N:12]5[CH:16]=[C:15]([CH3:17])[N:14]=[CH:13]5)=[C:6]([O:5][CH3:4])[CH:7]=4)[S:20][C:21]=3[CH2:22]2)=[O:34])=[CH:31][CH:30]=1. The catalyst class is: 2. (2) Reactant: [C:1]([C:4]1[S:8][C:7]([N:9]([C:13]2[CH:18]=[N:17][CH:16]=[CH:15][N:14]=2)C(=O)C)=[N:6][C:5]=1[CH3:19])(=[O:3])[CH3:2].[BrH:20].BrBr. Product: [BrH:20].[Br:20][CH2:2][C:1]([C:4]1[S:8][C:7]([NH:9][C:13]2[CH:18]=[N:17][CH:16]=[CH:15][N:14]=2)=[N:6][C:5]=1[CH3:19])=[O:3]. The catalyst class is: 52. (3) Reactant: [Cl:1][C:2]1[CH:27]=[CH:26][C:5]([CH2:6][NH:7][C:8]([C:10]2[CH:11]=[N:12][C:13]3[C:18]([C:19]=2[OH:20])=[CH:17][C:16]([C:21]#[C:22][CH2:23][OH:24])=[C:15]([CH3:25])[N:14]=3)=[O:9])=[CH:4][CH:3]=1.[C:28](=O)([O-])[O-].[K+].[K+].CI. Product: [Cl:1][C:2]1[CH:3]=[CH:4][C:5]([CH2:6][NH:7][C:8]([C:10]2[C:19](=[O:20])[C:18]3[C:13](=[N:14][C:15]([CH3:25])=[C:16]([C:21]#[C:22][CH2:23][OH:24])[CH:17]=3)[N:12]([CH3:28])[CH:11]=2)=[O:9])=[CH:26][CH:27]=1. The catalyst class is: 18. (4) Reactant: [Cl:1][C:2]1[CH:8]=[CH:7][C:5](N)=[C:4]([C:9]2[CH:14]=[C:13]([O:15][CH3:16])[N:12]=[CH:11][N:10]=2)[C:3]=1[F:17].CC1C=CC(S(O)(=O)=O)=CC=1.O.N([O-])=O.[Na+].[Na+].[I-:35]. Product: [Cl:1][C:2]1[C:3]([F:17])=[C:4]([C:9]2[CH:14]=[C:13]([O:15][CH3:16])[N:12]=[CH:11][N:10]=2)[C:5]([I:35])=[CH:7][CH:8]=1. The catalyst class is: 144. (5) Reactant: [CH2:1]([O:3][C:4]1[C:13]2[C:8](=[CH:9][CH:10]=[CH:11][CH:12]=2)[C:7]([O:14][CH2:15][CH3:16])=[C:6]2[C:17]([O:19][C:20](=O)[C:5]=12)=[O:18])[CH3:2].[NH2:22][C:23]1[CH:28]=[CH:27][C:26]([CH2:29][C:30]([O:32][CH2:33][CH3:34])=[O:31])=[CH:25][CH:24]=1.O. Product: [CH2:15]([O:14][C:7]1[C:6]2[C:17](=[O:18])[N:22]([C:23]3[CH:24]=[CH:25][C:26]([CH2:29][C:30]([O:32][CH2:33][CH3:34])=[O:31])=[CH:27][CH:28]=3)[C:20](=[O:19])[C:5]=2[C:4]([O:3][CH2:1][CH3:2])=[C:13]2[CH:12]=[CH:11][CH:10]=[CH:9][C:8]=12)[CH3:16]. The catalyst class is: 15. (6) Reactant: Br[C:2]1[C:6]2[CH:7]=[N:8][C:9]([NH:11][C:12]([NH:14][C@@H:15]([C:17]3[CH:22]=[CH:21][CH:20]=[CH:19][CH:18]=3)[CH3:16])=[O:13])=[CH:10][C:5]=2[N:4]([C:23]([C:36]2[CH:41]=[CH:40][CH:39]=[CH:38][CH:37]=2)([C:30]2[CH:35]=[CH:34][CH:33]=[CH:32][CH:31]=2)[C:24]2[CH:29]=[CH:28][CH:27]=[CH:26][CH:25]=2)[N:3]=1.[CH3:42][N:43]1[CH:47]=[CH:46][C:45](B2OC(C)(C)C(C)(C)O2)=[N:44]1.C([O-])([O-])=O.[Na+].[Na+]. Product: [CH3:42][N:43]1[CH:47]=[CH:46][C:45]([C:2]2[C:6]3[CH:7]=[N:8][C:9]([NH:11][C:12]([NH:14][C@@H:15]([C:17]4[CH:22]=[CH:21][CH:20]=[CH:19][CH:18]=4)[CH3:16])=[O:13])=[CH:10][C:5]=3[N:4]([C:23]([C:36]3[CH:41]=[CH:40][CH:39]=[CH:38][CH:37]=3)([C:30]3[CH:35]=[CH:34][CH:33]=[CH:32][CH:31]=3)[C:24]3[CH:29]=[CH:28][CH:27]=[CH:26][CH:25]=3)[N:3]=2)=[N:44]1. The catalyst class is: 819. (7) Reactant: O[CH2:2][C:3]1[CH:8]=[CH:7][N:6]=[C:5]([NH:9][C:10](=[O:12])[CH3:11])[CH:4]=1.C(N(CC)CC)C.CS(Cl)(=O)=O.[Cl:25][C:26]1[CH:27]=[C:28]([CH:42]=[C:43]([CH3:45])[CH:44]=1)[C:29]([C:31]1[NH:36][C:35](=[O:37])[NH:34][C:33](=[O:38])[C:32]=1[CH:39]([CH3:41])[CH3:40])=[O:30].C(=O)([O-])[O-].[K+].[K+].[I-].[Li+]. Product: [Cl:25][C:26]1[CH:27]=[C:28]([CH:42]=[C:43]([CH3:45])[CH:44]=1)[C:29]([C:31]1[N:36]([CH2:2][C:3]2[CH:8]=[CH:7][N:6]=[C:5]([NH:9][C:10](=[O:12])[CH3:11])[CH:4]=2)[C:35](=[O:37])[NH:34][C:33](=[O:38])[C:32]=1[CH:39]([CH3:40])[CH3:41])=[O:30]. The catalyst class is: 794.